From a dataset of Full USPTO retrosynthesis dataset with 1.9M reactions from patents (1976-2016). Predict the reactants needed to synthesize the given product. (1) Given the product [CH2:1]([N:3]([CH2:19][CH3:20])[CH2:4][CH2:5][N:6]1[CH2:11][CH2:10][C:9]2[NH:12][C:13]([CH:16]=[C:29]3[C:28]4[C:32](=[CH:33][CH:34]=[CH:35][C:27]=4[CH:24]4[CH2:23][CH2:22][NH:21][CH2:26][CH2:25]4)[NH:31][C:30]3=[O:36])=[C:14]([CH3:15])[C:8]=2[C:7]1=[O:18])[CH3:2], predict the reactants needed to synthesize it. The reactants are: [CH2:1]([N:3]([CH2:19][CH3:20])[CH2:4][CH2:5][N:6]1[CH2:11][CH2:10][C:9]2[NH:12][C:13]([CH:16]=O)=[C:14]([CH3:15])[C:8]=2[C:7]1=[O:18])[CH3:2].[NH:21]1[CH2:26][CH2:25][CH:24]([C:27]2[CH:35]=[CH:34][CH:33]=[C:32]3[C:28]=2[CH2:29][C:30](=[O:36])[NH:31]3)[CH2:23][CH2:22]1. (2) Given the product [C:21]12([C:18]3[CH:19]=[CH:20][C:15]([O:14][CH2:13][C:12]([NH:11][C:6]4[CH:5]=[C:4]([CH:9]=[CH:8][C:7]=4[OH:10])[C:3]([OH:32])=[O:2])=[O:31])=[CH:16][CH:17]=3)[CH2:28][CH:27]3[CH2:29][CH:23]([CH2:24][CH:25]([CH2:26]3)[CH2:30]1)[CH2:22]2, predict the reactants needed to synthesize it. The reactants are: C[O:2][C:3](=[O:32])[C:4]1[CH:9]=[CH:8][C:7]([OH:10])=[C:6]([NH:11][C:12](=[O:31])[CH2:13][O:14][C:15]2[CH:20]=[CH:19][C:18]([C:21]34[CH2:30][CH:25]5[CH2:26][CH:27]([CH2:29][CH:23]([CH2:24]5)[CH2:22]3)[CH2:28]4)=[CH:17][CH:16]=2)[CH:5]=1.[OH-].[K+].Cl. (3) Given the product [NH2:5][C:6]1[N:11]=[CH:10][C:9](/[CH:12]=[CH:13]/[C:14]([N:18]([CH3:17])[CH2:19][C:20]2[S:24][C:23]3[CH:25]=[CH:26][S:27][C:22]=3[CH:21]=2)=[O:16])=[CH:8][CH:7]=1, predict the reactants needed to synthesize it. The reactants are: C(Cl)CCl.[NH2:5][C:6]1[N:11]=[CH:10][C:9](/[CH:12]=[CH:13]/[C:14]([OH:16])=O)=[CH:8][CH:7]=1.[CH3:17][NH:18][CH2:19][C:20]1[S:24][C:23]2[CH:25]=[CH:26][S:27][C:22]=2[CH:21]=1.C1C=CC2N(O)N=NC=2C=1.CCN(CC)CC. (4) Given the product [O:16]=[C:12]1[NH:11][C:10]2[C:17]3[C:22]([CH:23]=[CH:24][C:9]=2[N:8]([C:5]2[CH:6]=[CH:7][C:2]([NH:1][C:32]([NH:31][C:25]4[CH:30]=[CH:29][CH:28]=[CH:27][CH:26]=4)=[O:33])=[CH:3][CH:4]=2)[C:14](=[O:15])[CH2:13]1)=[CH:21][CH:20]=[CH:19][CH:18]=3, predict the reactants needed to synthesize it. The reactants are: [NH2:1][C:2]1[CH:7]=[CH:6][C:5]([N:8]2[C:14](=[O:15])[CH2:13][C:12](=[O:16])[NH:11][C:10]3[C:17]4[C:22]([CH:23]=[CH:24][C:9]2=3)=[CH:21][CH:20]=[CH:19][CH:18]=4)=[CH:4][CH:3]=1.[C:25]1([N:31]=[C:32]=[O:33])[CH:30]=[CH:29][CH:28]=[CH:27][CH:26]=1.